This data is from CYP3A4 inhibition data for predicting drug metabolism from PubChem BioAssay. The task is: Regression/Classification. Given a drug SMILES string, predict its absorption, distribution, metabolism, or excretion properties. Task type varies by dataset: regression for continuous measurements (e.g., permeability, clearance, half-life) or binary classification for categorical outcomes (e.g., BBB penetration, CYP inhibition). Dataset: cyp3a4_veith. (1) The result is 0 (non-inhibitor). The molecule is O=C1NN(c2ccccc2)C(=O)/C1=C\c1ccccc1OCC(=O)N1CCOCC1. (2) The drug is COc1cccc(-c2ccc3ncnc(N4CCOCC4)c3c2)c1. The result is 1 (inhibitor). (3) The compound is O=S(=O)(c1ccc(Cl)cc1)n1nnc2ccccc21. The result is 0 (non-inhibitor). (4) The molecule is Cc1cccc(CNc2ccnc(-c3ccc(N(C)C)cc3)n2)c1. The result is 1 (inhibitor). (5) The molecule is O=C(Nc1cccc(F)c1)N1CC[C@@]2(CCCN(C(=O)c3ccncc3)C2)C1. The result is 1 (inhibitor). (6) The molecule is Cc1ccc(NC(=S)NC(=O)c2c(-c3ccccc3Cl)noc2C)cc1. The result is 1 (inhibitor). (7) The molecule is Cc1ccc(NC(=O)C(=O)NCc2ccc(/C=C(/C#N)C(=O)NCc3cccnc3)o2)cc1. The result is 1 (inhibitor). (8) The molecule is Cc1[nH]n(C(C)(C)C)c(=O)c1Sc1ccc(Cl)cc1. The result is 1 (inhibitor).